Dataset: NCI-60 drug combinations with 297,098 pairs across 59 cell lines. Task: Regression. Given two drug SMILES strings and cell line genomic features, predict the synergy score measuring deviation from expected non-interaction effect. (1) Drug 1: C1=C(C(=O)NC(=O)N1)N(CCCl)CCCl. Drug 2: CCC1=C2CN3C(=CC4=C(C3=O)COC(=O)C4(CC)O)C2=NC5=C1C=C(C=C5)O. Cell line: LOX IMVI. Synergy scores: CSS=55.0, Synergy_ZIP=-6.67, Synergy_Bliss=-3.84, Synergy_Loewe=-1.14, Synergy_HSA=1.48. (2) Drug 1: C(CN)CNCCSP(=O)(O)O. Drug 2: N.N.Cl[Pt+2]Cl. Cell line: NCI-H322M. Synergy scores: CSS=2.88, Synergy_ZIP=-1.54, Synergy_Bliss=-1.59, Synergy_Loewe=-1.07, Synergy_HSA=-1.95. (3) Drug 1: CN1CCC(CC1)COC2=C(C=C3C(=C2)N=CN=C3NC4=C(C=C(C=C4)Br)F)OC. Drug 2: C1=CC=C(C=C1)NC(=O)CCCCCCC(=O)NO. Cell line: 786-0. Synergy scores: CSS=9.76, Synergy_ZIP=-3.68, Synergy_Bliss=1.80, Synergy_Loewe=2.49, Synergy_HSA=3.21.